Predict the product of the given reaction. From a dataset of Forward reaction prediction with 1.9M reactions from USPTO patents (1976-2016). (1) Given the reactants [CH3:1][CH:2]1[C:11]2[C:6](=[CH:7][C:8]([NH:12]C(=O)OC)=[CH:9][CH:10]=2)[CH2:5][CH2:4][N:3]1[CH3:17].[BrH:18], predict the reaction product. The product is: [BrH:18].[NH2:12][C:8]1[CH:7]=[C:6]2[C:11](=[CH:10][CH:9]=1)[CH:2]([CH3:1])[N:3]([CH3:17])[CH2:4][CH2:5]2. (2) Given the reactants Cl[C:2](=[O:7])[C:3]([O:5][CH3:6])=[O:4].[NH2:8][C:9]1[CH:14]=[CH:13][C:12]([C@H:15]2[CH2:20][CH2:19][C@H:18]([CH:21]([CH3:27])[C:22]([O:24][CH2:25][CH3:26])=[O:23])[CH2:17][CH2:16]2)=[CH:11][CH:10]=1.N1C=CC=CC=1, predict the reaction product. The product is: [CH3:6][O:5][C:3](=[O:4])[C:2]([NH:8][C:9]1[CH:10]=[CH:11][C:12]([C@H:15]2[CH2:16][CH2:17][C@H:18]([CH:21]([CH3:27])[C:22]([O:24][CH2:25][CH3:26])=[O:23])[CH2:19][CH2:20]2)=[CH:13][CH:14]=1)=[O:7].